This data is from Catalyst prediction with 721,799 reactions and 888 catalyst types from USPTO. The task is: Predict which catalyst facilitates the given reaction. Reactant: Br[C:2]1[CH:3]=[N:4][C:5]([C:8]2[CH:9]=[CH:10][C:11](CC(C)C)=[C:12]([CH:15]=2)[C:13]#[N:14])=[N:6][CH:7]=1.[CH2:20]([C:22]1[C:27](B2OC(C)(C)C(C)(C)O2)=[CH:26][CH:25]=[CH:24][C:23]=1[O:37][CH2:38][CH2:39][CH2:40][C:41]([O:43][CH2:44][CH3:45])=[O:42])[CH3:21].P([O-])([O-])([O-])=O.[K+].[K+].[K+]. Product: [C:13]([C:12]1[CH:15]=[C:8]([C:5]2[N:6]=[CH:7][C:2]([C:27]3[C:22]([CH2:20][CH3:21])=[C:23]([O:37][CH2:38][CH2:39][CH2:40][C:41]([O:43][CH2:44][CH3:45])=[O:42])[CH:24]=[CH:25][CH:26]=3)=[CH:3][N:4]=2)[CH:9]=[CH:10][C:11]=1[O:37][CH:23]([CH3:24])[CH3:22])#[N:14]. The catalyst class is: 108.